This data is from Reaction yield outcomes from USPTO patents with 853,638 reactions. The task is: Predict the reaction yield, written as a fraction of the theoretical maximum amount of product (1.0 means a 100% yield; for example, 0.34 means a 34% yield). The reactants are [N:1]1([C:5]2[N:10]=[C:9]([CH2:11][CH3:12])[N:8]=[C:7]([NH:13][NH:14][C:15](=[O:35])[C@H:16]([CH2:29][CH:30]3[CH2:34][CH2:33][CH2:32][CH2:31]3)[CH2:17][N:18]([O:21]CC3C=CC=CC=3)[CH:19]=[O:20])[C:6]=2[F:36])[CH2:4][CH2:3][CH2:2]1. The catalyst is CO. The product is [N:1]1([C:5]2[N:10]=[C:9]([CH2:11][CH3:12])[N:8]=[C:7]([NH:13][NH:14][C:15](=[O:35])[C@H:16]([CH2:29][CH:30]3[CH2:31][CH2:32][CH2:33][CH2:34]3)[CH2:17][N:18]([OH:21])[CH:19]=[O:20])[C:6]=2[F:36])[CH2:2][CH2:3][CH2:4]1. The yield is 0.760.